From a dataset of Reaction yield outcomes from USPTO patents with 853,638 reactions. Predict the reaction yield, written as a fraction of the theoretical maximum amount of product (1.0 means a 100% yield; for example, 0.34 means a 34% yield). The reactants are Cl[C:2]1[N:7]=[C:6](Cl)[N:5]=[C:4]([C:9]2[CH:14]=[CH:13][C:12]([CH:15]([CH3:17])[CH3:16])=[CH:11][CH:10]=2)[N:3]=1.O.[C:19]([C:21]1[CH:26]=[CH:25][C:24](B(O)O)=[CH:23][CH:22]=1)#[N:20].C(=O)([O-])[O-].[K+].[K+]. The catalyst is C(COC)OC.C1C=CC([P]([Pd]([P](C2C=CC=CC=2)(C2C=CC=CC=2)C2C=CC=CC=2)([P](C2C=CC=CC=2)(C2C=CC=CC=2)C2C=CC=CC=2)[P](C2C=CC=CC=2)(C2C=CC=CC=2)C2C=CC=CC=2)(C2C=CC=CC=2)C2C=CC=CC=2)=CC=1. The product is [CH:15]([C:12]1[CH:13]=[CH:14][C:9]([C:4]2[N:5]=[C:6]([C:24]3[CH:25]=[CH:26][C:21]([C:19]#[N:20])=[CH:22][CH:23]=3)[N:7]=[C:2]([C:12]3[CH:13]=[CH:14][C:9]([C:4]#[N:3])=[CH:10][CH:11]=3)[N:3]=2)=[CH:10][CH:11]=1)([CH3:17])[CH3:16]. The yield is 0.0550.